Dataset: Reaction yield outcomes from USPTO patents with 853,638 reactions. Task: Predict the reaction yield, written as a fraction of the theoretical maximum amount of product (1.0 means a 100% yield; for example, 0.34 means a 34% yield). (1) The reactants are CC1(C)[C@@H:6]([CH2:7][C:8]([OH:10])=[O:9])[C:5](=[O:11])OO1.[CH2:13]1[CH2:17][O:16]CC1.B.[CH2:19]1COCC1. The catalyst is CO. The product is [OH:11][CH2:5][CH2:6][C@H:7]1[O:16][C:17]([CH3:13])([CH3:19])[O:10][C:8]1=[O:9]. The yield is 0.490. (2) The product is [F:1][C:2]([F:7])([F:6])[C:3]([OH:5])=[O:4].[F:8][C:9]([F:14])([F:13])[C:10]([OH:12])=[O:11].[Cl:52][C:36]1[CH:37]=[N:38][C:39]2[NH:40][C:41]3[CH:42]=[N:43][CH:44]=[C:45]([CH:50]=3)[CH2:46][CH2:47][C:48]3[CH:49]=[C:33]([NH:34][C:35]=1[N:51]=2)[CH:32]=[CH:31][C:30]=3[NH:29][C:27](=[O:28])[CH2:26][CH:24]1[CH2:23][N:22]([C:58]([C:57]2[O:53][N:54]=[CH:55][CH:56]=2)=[O:59])[CH2:25]1. The reactants are [F:1][C:2]([F:7])([F:6])[C:3]([OH:5])=[O:4].[F:8][C:9]([F:14])([F:13])[C:10]([OH:12])=[O:11].FC(F)(F)C(O)=O.[NH:22]1[CH2:25][CH:24]([CH2:26][C:27]([NH:29][C:30]2[CH:31]=[CH:32][C:33]3[NH:34][C:35]4[N:51]=[C:39]([NH:40][C:41]5[CH:42]=[N:43][CH:44]=[C:45]([CH:50]=5)[CH2:46][CH2:47][C:48]=2[CH:49]=3)[N:38]=[CH:37][C:36]=4[Cl:52])=[O:28])[CH2:23]1.[O:53]1[C:57]([C:58](Cl)=[O:59])=[CH:56][CH:55]=[N:54]1. The yield is 0.680. No catalyst specified. (3) The reactants are [C:1]([NH:4][C:5]1[CH:35]=[CH:34][C:8]([C:9]([NH:11][C:12]2[CH:17]=[C:16]([CH2:18][CH2:19][C:20]3[CH:25]=[CH:24][CH:23]=[CH:22][CH:21]=3)[CH:15]=[CH:14][C:13]=2[NH:26]C(=O)OC(C)(C)C)=[O:10])=[CH:7][CH:6]=1)(=[O:3])[CH3:2].C(O)(C(F)(F)F)=O. The catalyst is C(Cl)Cl. The product is [C:1]([NH:4][C:5]1[CH:35]=[CH:34][C:8]([C:9]([NH:11][C:12]2[CH:17]=[C:16]([CH2:18][CH2:19][C:20]3[CH:25]=[CH:24][CH:23]=[CH:22][CH:21]=3)[CH:15]=[CH:14][C:13]=2[NH2:26])=[O:10])=[CH:7][CH:6]=1)(=[O:3])[CH3:2]. The yield is 0.680. (4) The reactants are [CH3:1][S@:2](=[O:24])([C:18]1[CH:23]=[CH:22][CH:21]=[CH:20][CH:19]=1)=[N:3][C:4](=[O:17])[C:5]1[CH:10]=[C:9]([C:11]#[C:12][Si](C)(C)C)[CH:8]=[N:7][CH:6]=1.I[C:26]1[CH:27]=[C:28]([CH:32]=[CH:33][CH:34]=1)[C:29]([OH:31])=[O:30].C(N(CC)CC)C.[H][H].N#N.[F-].C([N+](CCCC)(CCCC)CCCC)CCC. The catalyst is CN(C=O)C.Cl[Pd](Cl)([P](C1C=CC=CC=1)(C1C=CC=CC=1)C1C=CC=CC=1)[P](C1C=CC=CC=1)(C1C=CC=CC=1)C1C=CC=CC=1.[Cu]I.C1(P(C2C=CC=CC=2)C2C=CC=CC=2)C=CC=CC=1. The product is [CH3:1][S@:2](=[N:3][C:4]([C:5]1[CH:10]=[C:9]([C:11]#[C:12][C:26]2[CH:27]=[C:28]([CH:32]=[CH:33][CH:34]=2)[C:29]([OH:31])=[O:30])[CH:8]=[N:7][CH:6]=1)=[O:17])(=[O:24])[C:18]1[CH:23]=[CH:22][CH:21]=[CH:20][CH:19]=1. The yield is 0.740. (5) The reactants are [CH3:1][C:2]12[CH2:22][CH:6]([N:7]([C:9]([C:11]3[CH:16]=[CH:15][C:14]([NH:17][C:18](=[O:21])[CH:19]=[CH2:20])=[CH:13][CH:12]=3)=[O:10])[CH2:8]1)[CH2:5][C:4]([CH3:24])([CH3:23])[CH2:3]2.[NH:25]1[CH2:30][CH2:29][CH2:28][CH2:27][CH2:26]1. The catalyst is CCO. The product is [N:25]1([CH2:20][CH2:19][C:18]([NH:17][C:14]2[CH:13]=[CH:12][C:11]([C:9]([N:7]3[CH2:8][C:2]4([CH3:1])[CH2:22][CH:6]3[CH2:5][C:4]([CH3:24])([CH3:23])[CH2:3]4)=[O:10])=[CH:16][CH:15]=2)=[O:21])[CH2:30][CH2:29][CH2:28][CH2:27][CH2:26]1. The yield is 0.220. (6) The reactants are Cl[C:2]1[N:7]=[C:6]([O:8][CH3:9])[N:5]=[C:4]([NH:10][CH2:11][CH2:12][C:13]2[CH:18]=[CH:17][C:16]([O:19][C:20]([F:23])([F:22])[F:21])=[CH:15][CH:14]=2)[CH:3]=1.[NH:24]1[CH2:29][CH2:28][O:27][CH2:26][CH2:25]1. The catalyst is C1(C)C=CC=CC=1. The product is [CH3:9][O:8][C:6]1[N:5]=[C:4]([NH:10][CH2:11][CH2:12][C:13]2[CH:18]=[CH:17][C:16]([O:19][C:20]([F:23])([F:22])[F:21])=[CH:15][CH:14]=2)[CH:3]=[C:2]([N:24]2[CH2:29][CH2:28][O:27][CH2:26][CH2:25]2)[N:7]=1. The yield is 0.970. (7) The reactants are [F:1][C:2]([F:13])([F:12])[O:3][C:4]1[CH:9]=[CH:8][C:7]([Br:10])=[CH:6][C:5]=1[NH2:11].[C:14](OC(=O)C)(=[O:16])[CH3:15]. The catalyst is CCO. The product is [Br:10][C:7]1[CH:8]=[CH:9][C:4]([O:3][C:2]([F:1])([F:12])[F:13])=[C:5]([NH:11][C:14](=[O:16])[CH3:15])[CH:6]=1. The yield is 0.950. (8) The yield is 0.890. The product is [CH3:1][O:2][C:3]1[CH:10]=[CH:9][C:6]([CH2:7][NH:8][C:12]2[C:21]3[C:16](=[CH:17][CH:18]=[CH:19][N:20]=3)[N:15]=[CH:14][CH:13]=2)=[CH:5][CH:4]=1. The reactants are [CH3:1][O:2][C:3]1[CH:10]=[CH:9][C:6]([CH2:7][NH2:8])=[CH:5][CH:4]=1.Cl[C:12]1[C:21]2[C:16](=[CH:17][CH:18]=[CH:19][N:20]=2)[N:15]=[CH:14][CH:13]=1. The catalyst is CCCCO. (9) The reactants are [NH2:1][C:2]1[CH:26]=[C:25]([Cl:27])[C:24]([O:28][CH3:29])=[CH:23][C:3]=1[O:4][CH2:5][CH:6]([OH:22])[CH2:7][N:8]1[CH2:13][CH2:12][CH:11]([O:14][C:15]2[CH:20]=[CH:19][C:18]([Cl:21])=[CH:17][CH:16]=2)[CH2:10][CH2:9]1.C(N(CC)CC)C.[C:37](Cl)(=[O:39])[CH3:38]. The catalyst is C(Cl)Cl.O. The product is [Cl:27][C:25]1[C:24]([O:28][CH3:29])=[CH:23][C:3]([O:4][CH2:5][CH:6]([OH:22])[CH2:7][N:8]2[CH2:13][CH2:12][CH:11]([O:14][C:15]3[CH:16]=[CH:17][C:18]([Cl:21])=[CH:19][CH:20]=3)[CH2:10][CH2:9]2)=[C:2]([NH:1][C:37](=[O:39])[CH3:38])[CH:26]=1. The yield is 0.0700. (10) The reactants are [F:1][C:2]1[CH:3]=[C:4]([CH:6]=[CH:7][C:8]=1[O:9][C:10]1[C:19]2[C:14](=[CH:15][C:16]([O:22][CH2:23][CH2:24][CH2:25][N:26]3[CH2:31][CH2:30][O:29][CH2:28][CH2:27]3)=[C:17]([O:20][CH3:21])[CH:18]=2)[N:13]=[CH:12][CH:11]=1)[NH2:5].ClC1C=C[C:36]([CH2:37][N:38]2[CH:43]=[CH:42][CH:41]=[C:40]([C:44](O)=[O:45])[C:39]2=[O:47])=[CH:35][CH:34]=1.O=C1C(C(OC)=O)=CC=CN1.ClCC1C=C[N:66]=[CH:65][N:64]=1. No catalyst specified. The product is [F:1][C:2]1[CH:3]=[C:4]([NH:5][C:44]([C:40]2[C:39](=[O:47])[N:38]([CH2:37][C:36]3[CH:35]=[CH:34][N:66]=[CH:65][N:64]=3)[CH:43]=[CH:42][CH:41]=2)=[O:45])[CH:6]=[CH:7][C:8]=1[O:9][C:10]1[C:19]2[C:14](=[CH:15][C:16]([O:22][CH2:23][CH2:24][CH2:25][N:26]3[CH2:31][CH2:30][O:29][CH2:28][CH2:27]3)=[C:17]([O:20][CH3:21])[CH:18]=2)[N:13]=[CH:12][CH:11]=1. The yield is 0.700.